The task is: Predict the product of the given reaction.. This data is from Forward reaction prediction with 1.9M reactions from USPTO patents (1976-2016). (1) The product is: [CH3:1][O:2][C:3]([C:5]1[C:6](=[O:23])[NH:7][C:8]2[C:13]([C:14]=1[C:15]1[CH:20]=[CH:19][CH:18]=[CH:17][CH:16]=1)=[CH:12][C:11]([C:25]#[N:26])=[CH:10][C:9]=2[CH3:22])=[O:4]. Given the reactants [CH3:1][O:2][C:3]([C:5]1[C:6](=[O:23])[NH:7][C:8]2[C:13]([C:14]=1[C:15]1[CH:20]=[CH:19][CH:18]=[CH:17][CH:16]=1)=[CH:12][C:11](Br)=[CH:10][C:9]=2[CH3:22])=[O:4].[Cu][C:25]#[N:26].O, predict the reaction product. (2) Given the reactants [NH:1]1[CH2:4][CH:3]([O:5][C:6]2[CH:17]=[CH:16][C:9]([CH2:10][N:11]3[CH2:15][CH2:14][CH2:13][CH2:12]3)=[C:8]([C:18]([F:21])([F:20])[F:19])[CH:7]=2)[CH2:2]1.[C:22]1([C:28]2[O:32][C:31]([C:33](OCC)=[O:34])=[N:30][N:29]=2)[CH:27]=[CH:26][CH:25]=[CH:24][CH:23]=1, predict the reaction product. The product is: [C:22]1([C:28]2[O:32][C:31]([C:33]([N:1]3[CH2:4][CH:3]([O:5][C:6]4[CH:17]=[CH:16][C:9]([CH2:10][N:11]5[CH2:12][CH2:13][CH2:14][CH2:15]5)=[C:8]([C:18]([F:19])([F:20])[F:21])[CH:7]=4)[CH2:2]3)=[O:34])=[N:30][N:29]=2)[CH:23]=[CH:24][CH:25]=[CH:26][CH:27]=1. (3) Given the reactants Br[CH2:2][C:3]1[CH:8]=[N:7][C:6]([C:9]2[CH:14]=[CH:13][CH:12]=[CH:11][CH:10]=2)=[CH:5][N:4]=1.[NH:15]1[CH:19]=[CH:18][N:17]=[CH:16]1.C([O-])([O-])=O.[K+].[K+], predict the reaction product. The product is: [N:15]1([CH2:2][C:3]2[CH:8]=[N:7][C:6]([C:9]3[CH:14]=[CH:13][CH:12]=[CH:11][CH:10]=3)=[CH:5][N:4]=2)[CH:19]=[CH:18][N:17]=[CH:16]1. (4) Given the reactants [CH2:1]([S:8][C:9]1[CH:10]=[C:11]2[C:16](=[CH:17][CH:18]=1)[C:15](Cl)=[N:14][CH:13]=[CH:12]2)[C:2]1[CH:7]=[CH:6][CH:5]=[CH:4][CH:3]=1.[CH3:20][O:21][C:22]1[CH:27]=[C:26]([C:28]([F:31])([F:30])[F:29])[CH:25]=[CH:24][C:23]=1B(O)O.P([O-])([O-])([O-])=O.[K+].[K+].[K+].CC(N)CC1C=CC=CC=1.OP(O)(O)=O, predict the reaction product. The product is: [CH2:1]([S:8][C:9]1[CH:10]=[C:11]2[C:16](=[CH:17][CH:18]=1)[C:15]([C:23]1[CH:24]=[CH:25][C:26]([C:28]([F:31])([F:30])[F:29])=[CH:27][C:22]=1[O:21][CH3:20])=[N:14][CH:13]=[CH:12]2)[C:2]1[CH:7]=[CH:6][CH:5]=[CH:4][CH:3]=1. (5) The product is: [OH:3][C:2]([C:4]([F:7])([F:6])[F:5])=[O:1].[NH2:84][C@H:74]([C:63]1[C:62]([C:51]2[C:52]3[N:53]([C:54]([NH:57][S:58]([CH3:61])(=[O:60])=[O:59])=[N:55][N:56]=3)[C:48]([Cl:47])=[CH:49][CH:50]=2)=[CH:67][CH:66]=[C:65]([C:68]#[C:69][C:70]([OH:73])([CH3:71])[CH3:72])[N:64]=1)[CH2:75][C:76]1[CH:81]=[C:80]([F:82])[CH:79]=[C:78]([F:83])[CH:77]=1. Given the reactants [OH:1][C:2]([C:4]([F:7])([F:6])[F:5])=[O:3].N[C@H](C1C(C2C=CC(Cl)=C3C=2N(C)N=C3NS(C)(=O)=O)=CC=C(C#CC(O)(C)C)N=1)CC1C=C(F)C=C(F)C=1.[Cl:47][C:48]1[N:53]2[C:54]([NH:57][S:58]([CH3:61])(=[O:60])=[O:59])=[N:55][N:56]=[C:52]2[C:51]([C:62]2[C:63]([C@@H:74]([NH:84]C(=O)OC(C)(C)C)[CH2:75][C:76]3[CH:81]=[C:80]([F:82])[CH:79]=[C:78]([F:83])[CH:77]=3)=[N:64][C:65]([C:68]#[C:69][C:70]([OH:73])([CH3:72])[CH3:71])=[CH:66][CH:67]=2)=[CH:50][CH:49]=1, predict the reaction product.